From a dataset of Reaction yield outcomes from USPTO patents with 853,638 reactions. Predict the reaction yield, written as a fraction of the theoretical maximum amount of product (1.0 means a 100% yield; for example, 0.34 means a 34% yield). (1) The reactants are [CH:1]1([CH2:7][OH:8])[CH2:6][CH2:5][CH2:4][CH2:3][CH2:2]1.[H-].[Na+].Cl[C:12]1[CH:17]=[CH:16][N+:15]([O-])=[CH:14][CH:13]=1.CN(C=[O:23])C. The catalyst is CC(OC(C)=O)=O.CO.O. The product is [CH:1]1([CH2:7][O:8][C:12]2[CH:17]=[CH:16][NH:15][C:14](=[O:23])[CH:13]=2)[CH2:6][CH2:5][CH2:4][CH2:3][CH2:2]1. The yield is 0.580. (2) The reactants are [CH3:1][C:2]1(O)[CH2:8][CH2:7][CH2:6][N:5]([C:9]2[N:13]([CH3:14])[N:12]=[CH:11][C:10]=2[N+:15]([O-:17])=[O:16])[CH2:4][CH2:3]1.S(=O)(=O)(O)O.[OH-:24].[K+].[C:26](#[N:28])[CH3:27]. No catalyst specified. The product is [CH3:1][C:2]1([NH:28][C:26](=[O:24])[CH3:27])[CH2:8][CH2:7][CH2:6][N:5]([C:9]2[N:13]([CH3:14])[N:12]=[CH:11][C:10]=2[N+:15]([O-:17])=[O:16])[CH2:4][CH2:3]1. The yield is 0.930.